From a dataset of Catalyst prediction with 721,799 reactions and 888 catalyst types from USPTO. Predict which catalyst facilitates the given reaction. (1) Reactant: [CH:1]([C:3]1[CH:4]=[C:5]2[C:10](=[CH:11][CH:12]=1)[N:9]=[CH:8][CH:7]=[C:6]2[N:13]1[CH2:18][CH2:17][N:16]([C:19]([O:21][C:22]([CH3:25])([CH3:24])[CH3:23])=[O:20])[CH2:15][CH2:14]1)=O.[S:26]1[CH2:30][C:29](=[O:31])[NH:28][C:27]1=[O:32].N1CCCCC1.C(O)(=O)C. Product: [O:32]=[C:27]1[NH:28][C:29](=[O:31])/[C:30](=[CH:1]/[C:3]2[CH:4]=[C:5]3[C:10](=[CH:11][CH:12]=2)[N:9]=[CH:8][CH:7]=[C:6]3[N:13]2[CH2:14][CH2:15][N:16]([C:19]([O:21][C:22]([CH3:24])([CH3:25])[CH3:23])=[O:20])[CH2:17][CH2:18]2)/[S:26]1. The catalyst class is: 8. (2) Reactant: CN(C=O)C.[NH:6]1[CH:10]=[CH:9][N:8]=[C:7]1[CH2:11][CH2:12][OH:13].[H-].[Na+].I[CH2:17][CH2:18][CH2:19][CH2:20][C:21]1[CH:42]=[CH:41][C:24]([O:25][CH2:26][C:27]2[N:28]=[C:29](/[CH:32]=[CH:33]/[C:34]3[CH:39]=[CH:38][C:37]([Br:40])=[CH:36][CH:35]=3)[O:30][CH:31]=2)=[CH:23][CH:22]=1. Product: [Br:40][C:37]1[CH:36]=[CH:35][C:34](/[CH:33]=[CH:32]/[C:29]2[O:30][CH:31]=[C:27]([CH2:26][O:25][C:24]3[CH:23]=[CH:22][C:21]([CH2:20][CH2:19][CH2:18][CH2:17][N:6]4[CH:10]=[CH:9][N:8]=[C:7]4[CH2:11][CH2:12][OH:13])=[CH:42][CH:41]=3)[N:28]=2)=[CH:39][CH:38]=1. The catalyst class is: 6.